From a dataset of Forward reaction prediction with 1.9M reactions from USPTO patents (1976-2016). Predict the product of the given reaction. (1) The product is: [CH:20]1([NH:26][C:27](=[O:28])[O:17][C:13]2[CH:12]=[C:11]3[C:16](=[CH:15][CH:14]=2)[N:8]([CH2:7][C:3]2[CH:2]=[N:1][CH:6]=[CH:5][CH:4]=2)[CH2:9][C:10]3([CH3:19])[CH3:18])[CH2:25][CH2:24][CH2:23][CH2:22][CH2:21]1. Given the reactants [N:1]1[CH:6]=[CH:5][CH:4]=[C:3]([CH2:7][N:8]2[C:16]3[C:11](=[CH:12][C:13]([OH:17])=[CH:14][CH:15]=3)[C:10]([CH3:19])([CH3:18])[CH2:9]2)[CH:2]=1.[CH:20]1([N:26]=[C:27]=[O:28])[CH2:25][CH2:24][CH2:23][CH2:22][CH2:21]1, predict the reaction product. (2) The product is: [CH2:1]([OH:11])[CH2:2][CH2:3][CH2:4][CH2:5][CH2:6][CH2:7][CH2:8][CH2:9][CH3:10].[CH2:14]([CH:15]([CH2:1][CH2:2][CH2:3][CH2:4][CH3:5])[CH2:16][OH:17])[CH2:13][CH3:12]. Given the reactants [CH2:1]([OH:11])[CH2:2][CH2:3][CH2:4][CH2:5][CH2:6][CH2:7][CH2:8][CH2:9][CH3:10].[CH3:12][CH2:13][CH2:14][CH2:15][CH:16]=[O:17], predict the reaction product. (3) The product is: [Br:1][C:2]1[CH:3]=[CH:4][C:5]([CH2:8][N:27]2[CH:26]=[C:25]3[N:30]=[C:22]([C:16]4[CH:17]=[CH:18][CH:19]=[C:20]([F:21])[C:15]=4[F:14])[N:23]=[C:24]3[CH:29]=[N:28]2)=[N:6][CH:7]=1. Given the reactants [Br:1][C:2]1[CH:3]=[CH:4][C:5]([CH2:8]OS(C)(=O)=O)=[N:6][CH:7]=1.[F:14][C:15]1[C:20]([F:21])=[CH:19][CH:18]=[CH:17][C:16]=1[C:22]1[N:30]=[C:25]2[CH:26]=[N:27][NH:28][CH:29]=[C:24]2[N:23]=1, predict the reaction product. (4) The product is: [CH3:15][O:14][C:9]1[C:8]2[C:7]([C:16]3[CH:17]=[C:18]([C:21]([NH2:23])=[O:22])[S:19][CH:20]=3)=[N:6][NH:5][C:13]=2[CH:12]=[CH:11][N:10]=1. Given the reactants C([N:5]1[C:13]2[CH:12]=[CH:11][N:10]=[C:9]([O:14][CH3:15])[C:8]=2[C:7]([C:16]2[CH:17]=[C:18]([C:21]([NH2:23])=[O:22])[S:19][CH:20]=2)=[N:6]1)(C)(C)C, predict the reaction product. (5) Given the reactants [CH:1]1([C@H:7]([NH:28][C:29](=[O:42])[C@@H:30]([N:32]([CH2:40][CH3:41])C(=O)OC(C)(C)C)[CH3:31])[C:8](=[O:27])[N:9]2[C:13]3=[N:14][CH:15]=[CH:16][CH:17]=[C:12]3[CH2:11][C@H:10]2[C:18](=[O:26])[NH:19][C:20]2[CH:25]=[CH:24][CH:23]=[CH:22][CH:21]=2)[CH2:6][CH2:5][CH2:4][CH2:3][CH2:2]1.C(O)(C(F)(F)F)=O, predict the reaction product. The product is: [C:20]1([NH:19][C:18]([C@H:10]2[N:9]([C:8](=[O:27])[C@H:7]([CH:1]3[CH2:2][CH2:3][CH2:4][CH2:5][CH2:6]3)[NH:28][C:29](=[O:42])[C@@H:30]([NH:32][CH2:40][CH3:41])[CH3:31])[C:13]3=[N:14][CH:15]=[CH:16][CH:17]=[C:12]3[CH2:11]2)=[O:26])[CH:21]=[CH:22][CH:23]=[CH:24][CH:25]=1.